This data is from Full USPTO retrosynthesis dataset with 1.9M reactions from patents (1976-2016). The task is: Predict the reactants needed to synthesize the given product. (1) Given the product [Br:20][C:21]1[CH:22]=[C:23]([NH:24][C:15](=[O:17])[CH2:14][C:9]2[NH:10][C:11](=[O:13])[CH:12]=[C:7]([N:1]3[CH2:2][CH2:3][O:4][CH2:5][CH2:6]3)[N:8]=2)[CH:25]=[CH:26][CH:27]=1, predict the reactants needed to synthesize it. The reactants are: [N:1]1([C:7]2[N:8]=[C:9]([CH2:14][C:15]([O:17]CC)=O)[NH:10][C:11](=[O:13])[CH:12]=2)[CH2:6][CH2:5][O:4][CH2:3][CH2:2]1.[Br:20][C:21]1[CH:22]=[C:23]([CH:25]=[CH:26][CH:27]=1)[NH2:24]. (2) The reactants are: [CH3:1][C:2]1[C:3](Cl)=[N:4][C:5]2[C:10]([CH:11]=1)=[CH:9][CH:8]=[CH:7][CH:6]=2.[C:13]1(B(O)O)[CH:18]=[CH:17][CH:16]=[CH:15][CH:14]=1.C1(P(C2C=CC=CC=2)C2C=CC=CC=2)C=CC=CC=1.C([O-])([O-])=O.[K+].[K+]. Given the product [C:13]1([C:3]2[C:2]([CH3:1])=[CH:11][C:10]3[C:5](=[CH:6][CH:7]=[CH:8][CH:9]=3)[N:4]=2)[CH:18]=[CH:17][CH:16]=[CH:15][CH:14]=1, predict the reactants needed to synthesize it. (3) Given the product [F:14][C:13]1[C:8]([CH2:7][O:6][C:5]2[CH:15]=[CH:16][C:2]([CH2:20][CH2:21][CH3:22])=[C:3]([N+:17]([O-:19])=[O:18])[CH:4]=2)=[N:9][CH:10]=[CH:11][CH:12]=1, predict the reactants needed to synthesize it. The reactants are: Br[C:2]1[CH:16]=[CH:15][C:5]([O:6][CH2:7][C:8]2[C:13]([F:14])=[CH:12][CH:11]=[CH:10][N:9]=2)=[CH:4][C:3]=1[N+:17]([O-:19])=[O:18].[CH2:20](B(O)O)[CH2:21][CH3:22].C(=O)([O-])[O-].[K+].[K+]. (4) Given the product [C:31]([O:30][C:28]([N:8]1[CH2:9][CH2:10][C:4]2[C:3]([OH:19])=[C:2]([Cl:1])[CH:18]=[CH:17][C:5]=2[CH2:6][CH2:7]1)=[O:29])([CH3:32])([CH3:33])[CH3:34], predict the reactants needed to synthesize it. The reactants are: [Cl:1][C:2]1[CH:18]=[CH:17][C:5]2[CH2:6][CH2:7][N:8](C(=O)C(F)(F)F)[CH2:9][CH2:10][C:4]=2[C:3]=1[OH:19].[C:31]([O:30][C:28](O[C:28]([O:30][C:31]([CH3:34])([CH3:33])[CH3:32])=[O:29])=[O:29])([CH3:34])([CH3:33])[CH3:32]. (5) Given the product [ClH:30].[NH2:29][C:2]([NH2:1])=[N:3][C:4]([C:6]1[CH:10]=[C:9]([C:11]2[CH:16]=[CH:15][CH:14]=[CH:13][C:12]=2[OH:17])[N:8]([CH2:19][CH2:20][C:21]2[CH:22]=[CH:23][C:24]([F:27])=[CH:25][CH:26]=2)[C:7]=1[CH3:28])=[O:5], predict the reactants needed to synthesize it. The reactants are: [NH2:1][C:2]([NH2:29])=[N:3][C:4]([C:6]1[CH:10]=[C:9]([C:11]2[CH:16]=[CH:15][CH:14]=[CH:13][C:12]=2[O:17]C)[N:8]([CH2:19][CH2:20][C:21]2[CH:26]=[CH:25][C:24]([F:27])=[CH:23][CH:22]=2)[C:7]=1[CH3:28])=[O:5].[Cl:30]CCl.B(Br)(Br)Br.C(=O)(O)[O-].[Na+].